This data is from Peptide-MHC class I binding affinity with 185,985 pairs from IEDB/IMGT. The task is: Regression. Given a peptide amino acid sequence and an MHC pseudo amino acid sequence, predict their binding affinity value. This is MHC class I binding data. (1) The peptide sequence is VSFIEFVGW. The MHC is HLA-A24:03 with pseudo-sequence HLA-A24:03. The binding affinity (normalized) is 0.213. (2) The peptide sequence is YHSQGSWYK. The MHC is HLA-A26:01 with pseudo-sequence HLA-A26:01. The binding affinity (normalized) is 0.0847. (3) The peptide sequence is VTSMEELAR. The MHC is HLA-A33:01 with pseudo-sequence HLA-A33:01. The binding affinity (normalized) is 0.709. (4) The peptide sequence is SVHQFFWFQ. The MHC is HLA-A02:19 with pseudo-sequence HLA-A02:19. The binding affinity (normalized) is 0.0847. (5) The peptide sequence is CYMHVSDFY. The MHC is HLA-B08:02 with pseudo-sequence HLA-B08:02. The binding affinity (normalized) is 0.0847. (6) The MHC is HLA-A26:01 with pseudo-sequence HLA-A26:01. The peptide sequence is VFSAVGNICY. The binding affinity (normalized) is 0.339. (7) The peptide sequence is DIETAIRAGY. The MHC is HLA-A03:01 with pseudo-sequence HLA-A03:01. The binding affinity (normalized) is 0.278. (8) The peptide sequence is AAILKQHKL. The binding affinity (normalized) is 0.0847. The MHC is HLA-B40:01 with pseudo-sequence HLA-B40:01. (9) The peptide sequence is QSASRGRGL. The MHC is Mamu-A01 with pseudo-sequence Mamu-A01. The binding affinity (normalized) is 0.180. (10) The peptide sequence is GTDSGFAAY. The MHC is HLA-B27:05 with pseudo-sequence HLA-B27:05. The binding affinity (normalized) is 0.0847.